Dataset: Reaction yield outcomes from USPTO patents with 853,638 reactions. Task: Predict the reaction yield, written as a fraction of the theoretical maximum amount of product (1.0 means a 100% yield; for example, 0.34 means a 34% yield). (1) The reactants are [O:1]1[CH:5]2[O:6][CH2:7][CH2:8][CH:4]2[CH:3]([O:9][C:10](=[O:45])[NH:11][CH:12]([CH2:38][C:39]2[CH:44]=[CH:43][CH:42]=[CH:41][CH:40]=2)[CH:13]([OH:37])[CH2:14][N:15]([S:20]([C:23]2[CH:24]=[C:25]3[C:29](=[CH:30][CH:31]=2)[NH:28][C:27](=[O:32])[C:26]3=[CH:33][N:34]([CH3:36])C)(=[O:22])=[O:21])[CH2:16][CH:17]([CH3:19])[CH3:18])[CH2:2]1.[CH2:46](N)[C:47](C)([CH3:49])[CH3:48]. The catalyst is C(O)C. The product is [O:1]1[CH:5]2[O:6][CH2:7][CH2:8][CH:4]2[CH:3]([O:9][C:10](=[O:45])[NH:11][CH:12]([CH2:38][C:39]2[CH:44]=[CH:43][CH:42]=[CH:41][CH:40]=2)[CH:13]([OH:37])[CH2:14][N:15]([S:20]([C:23]2[CH:24]=[C:25]3[C:29](=[CH:30][CH:31]=2)[NH:28][C:27](=[O:32])[C:26]3=[CH:33][NH:34][CH2:36][C:47]([CH3:49])([CH3:48])[CH3:46])(=[O:22])=[O:21])[CH2:16][CH:17]([CH3:18])[CH3:19])[CH2:2]1. The yield is 0.700. (2) The reactants are [CH2:1]([S:3](Cl)(=[O:5])=[O:4])[CH3:2].[Br:7][C:8]1[C:9]([O:16][CH3:17])=[CH:10][C:11]([F:15])=[C:12]([CH:14]=1)[NH2:13].N1C=CC=CC=1. The catalyst is C(Cl)Cl. The product is [Br:7][C:8]1[C:9]([O:16][CH3:17])=[CH:10][C:11]([F:15])=[C:12]([NH:13][S:3]([CH2:1][CH3:2])(=[O:5])=[O:4])[CH:14]=1. The yield is 0.735. (3) The reactants are [F:1][C:2]1[C:10]([N+:11]([O-:13])=[O:12])=[CH:9][CH:8]=[CH:7][C:3]=1[C:4]([OH:6])=O.C(Cl)(=O)C(Cl)=O.[CH2:20]([C:22]1[CH:28]=[C:27]([C:29]([F:41])([C:37]([F:40])([F:39])[F:38])[C:30]([F:36])([F:35])[C:31]([F:34])([F:33])[F:32])[CH:26]=[C:25]([CH3:42])[C:23]=1[NH2:24])[CH3:21].N1C=CC=CC=1. The catalyst is ClCCl.O1CCCC1.CN(C)C=O. The product is [CH2:20]([C:22]1[CH:28]=[C:27]([C:29]([F:41])([C:37]([F:38])([F:39])[F:40])[C:30]([F:35])([F:36])[C:31]([F:32])([F:33])[F:34])[CH:26]=[C:25]([CH3:42])[C:23]=1[NH:24][C:4](=[O:6])[C:3]1[CH:7]=[CH:8][CH:9]=[C:10]([N+:11]([O-:13])=[O:12])[C:2]=1[F:1])[CH3:21]. The yield is 0.430. (4) The reactants are Br[C:2]1[CH:7]=[CH:6][C:5]([OH:8])=[CH:4][CH:3]=1.[CH3:9][NH:10][C:11]1[CH:16]=[CH:15][CH:14]=[C:13]([N:17]2[CH2:22][CH2:21][O:20][CH2:19][CH2:18]2)[CH:12]=1. No catalyst specified. The product is [CH3:9][N:10]([C:11]1[CH:16]=[CH:15][CH:14]=[C:13]([N:17]2[CH2:22][CH2:21][O:20][CH2:19][CH2:18]2)[CH:12]=1)[C:2]1[CH:7]=[CH:6][C:5]([OH:8])=[CH:4][CH:3]=1. The yield is 0.450. (5) The reactants are [CH3:1][N:2]1[CH2:7][CH2:6][NH:5][CH2:4][CH2:3]1.C([O-])([O-])=O.[K+].[K+].[F:14][C:15]1[CH:20]=[C:19]([N+:21]([O-:23])=[O:22])[C:18]([F:24])=[CH:17][C:16]=1F. The catalyst is CN(C=O)C. The product is [F:14][C:15]1[CH:20]=[C:19]([N+:21]([O-:23])=[O:22])[C:18]([F:24])=[CH:17][C:16]=1[N:5]1[CH2:6][CH2:7][N:2]([CH3:1])[CH2:3][CH2:4]1. The yield is 0.930. (6) The product is [Cl:14][C:6]1[C:5]2[C:10](=[CH:11][CH:12]=[C:3]([O:2][CH3:1])[CH:4]=2)[N:9]=[CH:8][N:7]=1. The catalyst is C(Cl)Cl. The yield is 0.750. The reactants are [CH3:1][O:2][C:3]1[CH:4]=[C:5]2[C:10](=[CH:11][CH:12]=1)[N:9]=[CH:8][NH:7][C:6]2=O.[Cl:14]CCCl.P(Cl)(Cl)(Cl)(Cl)Cl. (7) The reactants are [C:1]1([N:7]=[C:8]=S)[CH:6]=[CH:5][CH:4]=[CH:3][CH:2]=1.[CH3:10][O:11][C:12]1[CH:13]=[C:14]([CH:16]=[CH:17][C:18]=1[O:19][CH3:20])[NH2:15].C(N(CC)CC)C.II. The catalyst is C(OCC)(=O)C.C(#N)C. The product is [CH3:10][O:11][C:12]1[CH:13]=[C:14]([N:15]=[C:8]=[N:7][C:1]2[CH:6]=[CH:5][CH:4]=[CH:3][CH:2]=2)[CH:16]=[CH:17][C:18]=1[O:19][CH3:20]. The yield is 0.200.